Dataset: Catalyst prediction with 721,799 reactions and 888 catalyst types from USPTO. Task: Predict which catalyst facilitates the given reaction. (1) Reactant: [CH3:1][O:2][C:3]1[CH:4]=[C:5]2[C:10](=[CH:11][C:12]=1[O:13][CH3:14])[N:9]=[CH:8][CH:7]=[C:6]2[O:15][C:16]1[CH:21]=[CH:20][C:19]([C:22]2[C:23](=[O:31])[N:24]([CH3:30])[C:25](SC)=[N:26][CH:27]=2)=[CH:18][C:17]=1[F:32].C(O)(C(F)(F)F)=[O:34].OO.NC(N)=O.FC(F)(F)C(OC(=O)C(F)(F)F)=O. Product: [CH3:1][O:2][C:3]1[CH:4]=[C:5]2[C:10](=[CH:11][C:12]=1[O:13][CH3:14])[N:9]=[CH:8][CH:7]=[C:6]2[O:15][C:16]1[CH:21]=[CH:20][C:19]([C:22]2[C:23](=[O:31])[N:24]([CH3:30])[C:25]([OH:34])=[N:26][CH:27]=2)=[CH:18][C:17]=1[F:32]. The catalyst class is: 23. (2) Reactant: [F:1][C:2]1[CH:10]=[C:9]2[C:5]([C:6]([CH3:11])=[CH:7][NH:8]2)=[CH:4][CH:3]=1.[H-].[Na+].[CH3:14][O:15][C:16]1[CH:21]=[CH:20][C:19]([S:22](Cl)(=[O:24])=[O:23])=[CH:18][C:17]=1[N:26]1[CH2:31][CH2:30][N:29]([C:32](=[O:37])[C:33]([Cl:36])([Cl:35])[Cl:34])[CH2:28][CH2:27]1. Product: [Cl:36][C:33]([Cl:34])([Cl:35])[C:32]([N:29]1[CH2:30][CH2:31][N:26]([C:17]2[CH:18]=[C:19]([S:22]([N:8]3[C:9]4[C:5](=[CH:4][CH:3]=[C:2]([F:1])[CH:10]=4)[C:6]([CH3:11])=[CH:7]3)(=[O:23])=[O:24])[CH:20]=[CH:21][C:16]=2[O:15][CH3:14])[CH2:27][CH2:28]1)=[O:37]. The catalyst class is: 1. (3) Reactant: [CH2:1]([O:8][C:9]1[CH:10]=[CH:11][C:12]([CH:18]=[CH:19][C:20]([O:22][C:23]([CH3:26])([CH3:25])[CH3:24])=[O:21])=[C:13]([CH:17]=1)[C:14]([OH:16])=O)[C:2]1[CH:7]=[CH:6][CH:5]=[CH:4][CH:3]=1.[CH2:27]([NH2:34])[C:28]1[CH:33]=[CH:32][CH:31]=[CH:30][CH:29]=1.C(Cl)CCl. Product: [C:23]([O:22][C:20](=[O:21])[CH:19]=[CH:18][C:12]1[CH:11]=[CH:10][C:9]([O:8][CH2:1][C:2]2[CH:7]=[CH:6][CH:5]=[CH:4][CH:3]=2)=[CH:17][C:13]=1[C:14]([NH:34][CH2:27][C:28]1[CH:33]=[CH:32][CH:31]=[CH:30][CH:29]=1)=[O:16])([CH3:25])([CH3:24])[CH3:26]. The catalyst class is: 64. (4) Reactant: FC(F)(F)C(O)=O.[Cl:8][C:9]1[C:10]([C:24]([NH2:26])=[O:25])=[C:11]2[CH2:16][NH:15][CH2:14][CH2:13][N:12]2[C:17]=1[C:18]1[CH:23]=[CH:22][CH:21]=[CH:20][CH:19]=1.C(N(CC)CC)C.[CH:34]1([CH2:40][CH2:41][C:42](Cl)=[O:43])[CH2:39][CH2:38][CH2:37][CH2:36][CH2:35]1. Product: [Cl:8][C:9]1[C:10]([C:24]([NH2:26])=[O:25])=[C:11]2[CH2:16][N:15]([C:42](=[O:43])[CH2:41][CH2:40][CH:34]3[CH2:39][CH2:38][CH2:37][CH2:36][CH2:35]3)[CH2:14][CH2:13][N:12]2[C:17]=1[C:18]1[CH:23]=[CH:22][CH:21]=[CH:20][CH:19]=1. The catalyst class is: 4. (5) Reactant: [CH3:1][Si:2]([CH3:51])([CH3:50])[CH2:3][CH2:4][O:5][CH2:6][N:7]([CH2:42][O:43][CH2:44][CH2:45][Si:46]([CH3:49])([CH3:48])[CH3:47])[C:8]1[N:13]2[N:14]=[CH:15][C:16]([C:17]3[CH:18]=[N:19][C:20]([C:23]4[CH:28]=[CH:27][CH:26]=[CH:25][CH:24]=4)=[CH:21][CH:22]=3)=[C:12]2[N:11]=[C:10]([CH2:29][CH:30]2[CH2:35][CH2:34][CH:33]([C:36]([O:38][CH2:39][CH3:40])=[O:37])[CH2:32][CH2:31]2)[C:9]=1Br.C([Sn](CCCC)(CCCC)[C:57]([O:59][CH2:60][CH3:61])=[CH2:58])CCC. The catalyst class is: 203. Product: [CH3:1][Si:2]([CH3:51])([CH3:50])[CH2:3][CH2:4][O:5][CH2:6][N:7]([CH2:42][O:43][CH2:44][CH2:45][Si:46]([CH3:49])([CH3:48])[CH3:47])[C:8]1[N:13]2[N:14]=[CH:15][C:16]([C:17]3[CH:18]=[N:19][C:20]([C:23]4[CH:28]=[CH:27][CH:26]=[CH:25][CH:24]=4)=[CH:21][CH:22]=3)=[C:12]2[N:11]=[C:10]([CH2:29][CH:30]2[CH2:35][CH2:34][CH:33]([C:36]([O:38][CH2:39][CH3:40])=[O:37])[CH2:32][CH2:31]2)[C:9]=1[C:57]([O:59][CH2:60][CH3:61])=[CH2:58].